This data is from Peptide-MHC class I binding affinity with 185,985 pairs from IEDB/IMGT. The task is: Regression. Given a peptide amino acid sequence and an MHC pseudo amino acid sequence, predict their binding affinity value. This is MHC class I binding data. The peptide sequence is RSLFNTVAVLY. The MHC is HLA-A26:03 with pseudo-sequence HLA-A26:03. The binding affinity (normalized) is 0.0847.